From a dataset of Full USPTO retrosynthesis dataset with 1.9M reactions from patents (1976-2016). Predict the reactants needed to synthesize the given product. (1) Given the product [C:1]([O:5][C:6](=[O:31])[NH:7][CH:8]1[CH2:13][CH2:12][CH:11]([NH:14][C:15]2[C:16]3[N:17]([C:21]([C:24]4[CH:29]=[CH:28][CH:27]=[C:26]([NH:38][CH2:37][C:36]5[CH:39]=[CH:40][C:33]([Cl:32])=[CH:34][CH:35]=5)[N:25]=4)=[CH:22][N:23]=3)[CH:18]=[CH:19][N:20]=2)[CH2:10][CH2:9]1)([CH3:4])([CH3:3])[CH3:2], predict the reactants needed to synthesize it. The reactants are: [C:1]([O:5][C:6](=[O:31])[NH:7][CH:8]1[CH2:13][CH2:12][CH:11]([NH:14][C:15]2[C:16]3[N:17]([C:21]([C:24]4[CH:29]=[CH:28][CH:27]=[C:26](Br)[N:25]=4)=[CH:22][N:23]=3)[CH:18]=[CH:19][N:20]=2)[CH2:10][CH2:9]1)([CH3:4])([CH3:3])[CH3:2].[Cl:32][C:33]1[CH:40]=[CH:39][C:36]([CH2:37][NH2:38])=[CH:35][CH:34]=1.CN(C1C(C2C(P(C3CCCCC3)C3CCCCC3)=CC=CC=2)=CC=CC=1)C.CC([O-])(C)C.[Na+]. (2) Given the product [NH2:6][CH2:9][CH:10]1[O:14][C:13](=[O:15])[N:12]([C:16]2[CH:24]=[CH:23][C:19]([C:20]([NH2:22])=[O:21])=[C:18]([F:25])[CH:17]=2)[CH2:11]1, predict the reactants needed to synthesize it. The reactants are: O1CCCC1.[N:6]([CH2:9][CH:10]1[O:14][C:13](=[O:15])[N:12]([C:16]2[CH:24]=[CH:23][C:19]([C:20]([NH2:22])=[O:21])=[C:18]([F:25])[CH:17]=2)[CH2:11]1)=[N+]=[N-].